From a dataset of NCI-60 drug combinations with 297,098 pairs across 59 cell lines. Regression. Given two drug SMILES strings and cell line genomic features, predict the synergy score measuring deviation from expected non-interaction effect. (1) Drug 1: C1=CC(=CC=C1CCC2=CNC3=C2C(=O)NC(=N3)N)C(=O)NC(CCC(=O)O)C(=O)O. Drug 2: C1=CN(C(=O)N=C1N)C2C(C(C(O2)CO)O)O.Cl. Cell line: NCI-H322M. Synergy scores: CSS=2.47, Synergy_ZIP=-4.77, Synergy_Bliss=-8.40, Synergy_Loewe=-7.42, Synergy_HSA=-6.41. (2) Drug 1: CC1CC2C3CCC4=CC(=O)C=CC4(C3(C(CC2(C1(C(=O)CO)O)C)O)F)C. Drug 2: B(C(CC(C)C)NC(=O)C(CC1=CC=CC=C1)NC(=O)C2=NC=CN=C2)(O)O. Cell line: OVCAR3. Synergy scores: CSS=44.6, Synergy_ZIP=0.580, Synergy_Bliss=0.373, Synergy_Loewe=-48.4, Synergy_HSA=-0.853. (3) Drug 1: CC12CCC(CC1=CCC3C2CCC4(C3CC=C4C5=CN=CC=C5)C)O. Drug 2: C1CCN(CC1)CCOC2=CC=C(C=C2)C(=O)C3=C(SC4=C3C=CC(=C4)O)C5=CC=C(C=C5)O. Cell line: NCI-H322M. Synergy scores: CSS=-1.81, Synergy_ZIP=0.445, Synergy_Bliss=2.96, Synergy_Loewe=1.68, Synergy_HSA=1.60. (4) Drug 1: CCC1(CC2CC(C3=C(CCN(C2)C1)C4=CC=CC=C4N3)(C5=C(C=C6C(=C5)C78CCN9C7C(C=CC9)(C(C(C8N6C=O)(C(=O)OC)O)OC(=O)C)CC)OC)C(=O)OC)O.OS(=O)(=O)O. Drug 2: C1CC(=O)NC(=O)C1N2C(=O)C3=CC=CC=C3C2=O. Cell line: HOP-92. Synergy scores: CSS=-4.75, Synergy_ZIP=-3.62, Synergy_Bliss=-2.55, Synergy_Loewe=-21.9, Synergy_HSA=-6.17.